Dataset: Reaction yield outcomes from USPTO patents with 853,638 reactions. Task: Predict the reaction yield, written as a fraction of the theoretical maximum amount of product (1.0 means a 100% yield; for example, 0.34 means a 34% yield). (1) The reactants are [NH2:1][C:2]1[CH:3]=[C:4]([N:9]([CH3:25])[C:10]2[N:15]=[C:14]3[S:16][C:17]([NH:19][C:20]([CH:22]4[CH2:24][CH2:23]4)=[O:21])=[N:18][C:13]3=[CH:12][CH:11]=2)[CH:5]=[CH:6][C:7]=1[F:8].[N:26]([C:29]1[CH:34]=[CH:33][C:32]([O:35][C:36]([F:39])([F:38])[F:37])=[CH:31][CH:30]=1)=[C:27]=[O:28].N1C=CC=CC=1. The catalyst is CN(C)C=O.C(OCC)(=O)C. The product is [F:8][C:7]1[CH:6]=[CH:5][C:4]([N:9]([CH3:25])[C:10]2[N:15]=[C:14]3[S:16][C:17]([NH:19][C:20]([CH:22]4[CH2:23][CH2:24]4)=[O:21])=[N:18][C:13]3=[CH:12][CH:11]=2)=[CH:3][C:2]=1[NH:1][C:27](=[O:28])[NH:26][C:29]1[CH:34]=[CH:33][C:32]([O:35][C:36]([F:37])([F:39])[F:38])=[CH:31][CH:30]=1. The yield is 0.370. (2) The yield is 0.960. The catalyst is O1CCCC1. The product is [OH:2][CH2:1][C:3]1[CH:24]=[CH:23][C:6]([O:7][CH2:8][C:9]2[N:10]=[C:11]([C:15]3[CH:16]=[C:17]([CH:20]=[CH:21][CH:22]=3)[C:18]#[N:19])[O:12][C:13]=2[CH3:14])=[C:5]([O:25][CH3:26])[CH:4]=1. The reactants are [CH:1]([C:3]1[CH:24]=[CH:23][C:6]([O:7][CH2:8][C:9]2[N:10]=[C:11]([C:15]3[CH:16]=[C:17]([CH:20]=[CH:21][CH:22]=3)[C:18]#[N:19])[O:12][C:13]=2[CH3:14])=[C:5]([O:25][CH3:26])[CH:4]=1)=[O:2].C(O)C.[BH4-].[Na+].O. (3) The reactants are [CH3:1][O:2][C:3]([C:5]1[C:10]([NH:11][C:12]2[CH:17]=[CH:16][C:15]([I:18])=[CH:14][C:13]=2[F:19])=[N:9][C:8]([CH2:20][NH:21][CH:22]=O)=[CH:7][N:6]=1)=[O:4].P(Cl)(Cl)(Cl)=O. The catalyst is C1(C)C=CC=CC=1. The product is [CH3:1][O:2][C:3]([C:5]1[N:6]=[CH:7][C:8]2[N:9]([CH:22]=[N:21][CH:20]=2)[C:10]=1[NH:11][C:12]1[CH:17]=[CH:16][C:15]([I:18])=[CH:14][C:13]=1[F:19])=[O:4]. The yield is 0.413. (4) The reactants are [F:1][C:2]([F:13])([F:12])[C:3](=O)[CH2:4][C:5](=O)[C:6]([CH3:9])([CH3:8])[CH3:7].Cl.[N+:15]([C:18]1[CH:23]=[CH:22][C:21]([NH:24][NH2:25])=[CH:20][CH:19]=1)([O-:17])=[O:16]. No catalyst specified. The product is [C:6]([C:5]1[N:24]([C:21]2[CH:22]=[CH:23][C:18]([N+:15]([O-:17])=[O:16])=[CH:19][CH:20]=2)[N:25]=[C:3]([C:2]([F:13])([F:12])[F:1])[CH:4]=1)([CH3:9])([CH3:8])[CH3:7]. The yield is 0.947.